From a dataset of Catalyst prediction with 721,799 reactions and 888 catalyst types from USPTO. Predict which catalyst facilitates the given reaction. Reactant: Br[C:2]1[CH:12]=[CH:11][C:5]2[O:6][C:7]([F:10])([F:9])[O:8][C:4]=2[CH:3]=1.[Li]CCCC.CN([CH:21]=[O:22])C. Product: [F:9][C:7]1([F:10])[O:6][C:5]2[CH:11]=[CH:12][C:2]([CH:21]=[O:22])=[CH:3][C:4]=2[O:8]1. The catalyst class is: 1.